This data is from NCI-60 drug combinations with 297,098 pairs across 59 cell lines. The task is: Regression. Given two drug SMILES strings and cell line genomic features, predict the synergy score measuring deviation from expected non-interaction effect. (1) Drug 1: CN1C(=O)N2C=NC(=C2N=N1)C(=O)N. Drug 2: CC1=C2C(C(=O)C3(C(CC4C(C3C(C(C2(C)C)(CC1OC(=O)C(C(C5=CC=CC=C5)NC(=O)OC(C)(C)C)O)O)OC(=O)C6=CC=CC=C6)(CO4)OC(=O)C)O)C)O. Cell line: SF-268. Synergy scores: CSS=-4.82, Synergy_ZIP=2.81, Synergy_Bliss=-10.3, Synergy_Loewe=-12.1, Synergy_HSA=-9.36. (2) Drug 1: CNC(=O)C1=CC=CC=C1SC2=CC3=C(C=C2)C(=NN3)C=CC4=CC=CC=N4. Drug 2: CC1C(C(CC(O1)OC2CC(OC(C2O)C)OC3=CC4=CC5=C(C(=O)C(C(C5)C(C(=O)C(C(C)O)O)OC)OC6CC(C(C(O6)C)O)OC7CC(C(C(O7)C)O)OC8CC(C(C(O8)C)O)(C)O)C(=C4C(=C3C)O)O)O)O. Cell line: KM12. Synergy scores: CSS=22.1, Synergy_ZIP=26.9, Synergy_Bliss=29.6, Synergy_Loewe=29.0, Synergy_HSA=29.6. (3) Drug 1: CC12CCC(CC1=CCC3C2CCC4(C3CC=C4C5=CN=CC=C5)C)O. Drug 2: CC1=C(C(CCC1)(C)C)C=CC(=CC=CC(=CC(=O)O)C)C. Cell line: PC-3. Synergy scores: CSS=9.58, Synergy_ZIP=-2.03, Synergy_Bliss=2.95, Synergy_Loewe=4.33, Synergy_HSA=3.92. (4) Drug 1: CCCS(=O)(=O)NC1=C(C(=C(C=C1)F)C(=O)C2=CNC3=C2C=C(C=N3)C4=CC=C(C=C4)Cl)F. Drug 2: CC1CCCC2(C(O2)CC(NC(=O)CC(C(C(=O)C(C1O)C)(C)C)O)C(=CC3=CSC(=N3)C)C)C. Cell line: CCRF-CEM. Synergy scores: CSS=0.254, Synergy_ZIP=2.05, Synergy_Bliss=7.34, Synergy_Loewe=0.974, Synergy_HSA=2.79.